This data is from Retrosynthesis with 50K atom-mapped reactions and 10 reaction types from USPTO. The task is: Predict the reactants needed to synthesize the given product. (1) Given the product COC(=O)c1ccc(N=C2SCC3(CCCC3)N2C2CCCC2)c(C)c1, predict the reactants needed to synthesize it. The reactants are: BrC1CCCC1.COC(=O)c1ccc(N=C2NC3(CCCC3)CS2)c(C)c1. (2) Given the product Cc1cc(S(=O)(=O)N2C=CNC(=O)[C@H]2CC(=O)N2CCC(CN3CCCC3)CC2)c(C)cc1Cl, predict the reactants needed to synthesize it. The reactants are: C1CCNC1.Cc1cc(S(=O)(=O)N2C=CNC(=O)[C@H]2CC(=O)N2CCC(COS(C)(=O)=O)CC2)c(C)cc1Cl. (3) Given the product O=C(O)c1ccc(-c2nn(Cc3ccccc3)c3ccccc23)o1, predict the reactants needed to synthesize it. The reactants are: COC(=O)c1ccc(-c2nn(Cc3ccccc3)c3ccccc23)o1. (4) Given the product CN(C)C(=O)c1cc(CN2C(=O)C3(COc4cc5c(cc43)OCO5)c3ccccc32)oc1C(F)(F)F, predict the reactants needed to synthesize it. The reactants are: CNC.O=C(O)c1cc(CN2C(=O)C3(COc4cc5c(cc43)OCO5)c3ccccc32)oc1C(F)(F)F. (5) Given the product CC(C)OC(=O)N1CCC(CCC(C)N(C)c2ccc3c(c2)CCN(S(C)(=O)=O)C3)CC1, predict the reactants needed to synthesize it. The reactants are: CC(CCC1CCN(C(=O)OC(C)C)CC1)Nc1ccc2c(c1)CCN(S(C)(=O)=O)C2.CI. (6) The reactants are: CCOc1c(OC)cccc1C(O)c1cc(Cl)ccc1N.COc1ccc(C=O)c(OC)c1. Given the product CCOc1c(OC)cccc1C(O)c1cc(Cl)ccc1NCc1ccc(OC)cc1OC, predict the reactants needed to synthesize it.